This data is from Full USPTO retrosynthesis dataset with 1.9M reactions from patents (1976-2016). The task is: Predict the reactants needed to synthesize the given product. (1) The reactants are: [CH2:1]1[C:11]2[C:6](=[C:7]([OH:13])[CH:8]=[C:9]([OH:12])[CH:10]=2)[C:4](=[O:5])[CH2:3][C@H:2]1[OH:14].OC1C2C(=CC=CC=2O)C=C(O)C=1.C(SCCNC(=O)CCNC(=O)[C@H](O)C(C)(C)COP(O)(=O)OP(O)(=O)OC[C@H]1O[C@@H](N2C3N=CN=C(N)C=3N=C2)[C@H](O)[C@@H]1OP(O)(O)=O)(=O)CC(O)=O. Given the product [OH:5][C:4]1[C:6]2[C:11](=[CH:10][C:9]([OH:12])=[CH:8][C:7]=2[OH:13])[CH:1]=[C:2]([OH:14])[CH:3]=1, predict the reactants needed to synthesize it. (2) Given the product [CH:12]1([CH2:11][NH:10][C:8]([C:3]2[C:2]([NH:1][C:40]([C:27]3[C:36]4[C:31](=[CH:32][CH:33]=[CH:34][CH:35]=4)[C:30]([C:37]([OH:49])=[O:38])=[CH:29][CH:28]=3)=[O:41])=[CH:7][CH:6]=[CH:5][N:4]=2)=[O:9])[CH2:17][CH2:16][CH2:15][CH2:14][CH2:13]1, predict the reactants needed to synthesize it. The reactants are: [NH2:1][C:2]1[C:3]([C:8]([NH:10][CH2:11][CH:12]2[CH2:17][CH2:16][CH2:15][CH2:14][CH2:13]2)=[O:9])=[N:4][CH:5]=[CH:6][CH:7]=1.CCN(C(C)C)C(C)C.[C:27]1([C:40](Cl)=[O:41])[C:36]2[C:31](=[CH:32][CH:33]=[CH:34][CH:35]=2)[C:30]([C:37](Cl)=[O:38])=[CH:29][CH:28]=1.CC#N.C1C[O:49]CC1. (3) The reactants are: [CH2:1]([O:8][C:9](=[O:33])[N:10]([CH2:31][CH3:32])[CH2:11][C:12]1[CH:17]=[C:16]([C:18]([F:21])([F:20])[F:19])[CH:15]=[CH:14][C:13]=1B1OC(C)(C)C(C)(C)O1)[C:2]1[CH:7]=[CH:6][CH:5]=[CH:4][CH:3]=1.[CH2:34]([O:36][C:37](=[O:49])[CH2:38][C:39]1[CH:44]=[CH:43][C:42]([O:45][CH2:46][CH3:47])=[C:41](Br)[CH:40]=1)[CH3:35]. Given the product [CH2:34]([O:36][C:37](=[O:49])[CH2:38][C:39]1[CH:40]=[C:41]([C:13]2[CH:14]=[CH:15][C:16]([C:18]([F:19])([F:20])[F:21])=[CH:17][C:12]=2[CH2:11][N:10]([C:9]([O:8][CH2:1][C:2]2[CH:3]=[CH:4][CH:5]=[CH:6][CH:7]=2)=[O:33])[CH2:31][CH3:32])[C:42]([O:45][CH2:46][CH3:47])=[CH:43][CH:44]=1)[CH3:35], predict the reactants needed to synthesize it. (4) Given the product [Cl:1][C:2]1[CH:3]=[CH:4][C:5]([O:20][CH:21]2[CH2:23][CH2:22]2)=[C:6]([C:7]2[C:9]([C:10]([O:12][CH2:13][CH3:14])=[O:11])=[CH:15][NH:16][N:24]=2)[CH:19]=1, predict the reactants needed to synthesize it. The reactants are: [Cl:1][C:2]1[CH:3]=[CH:4][C:5]([O:20][CH:21]2[CH2:23][CH2:22]2)=[C:6]([CH:19]=1)[C:7]([C:9](=[CH:15][N:16](C)C)[C:10]([O:12][CH2:13][CH3:14])=[O:11])=O.[NH2:24]N. (5) Given the product [CH3:13][CH:14]([N:23]1[CH2:10][C:5]2[C:4](=[CH:9][CH:8]=[CH:7][CH:6]=2)[C:3]1=[O:12])[CH2:15][CH2:16][C:17]1[CH:22]=[CH:21][CH:20]=[CH:19][CH:18]=1, predict the reactants needed to synthesize it. The reactants are: CO[C:3](=[O:12])[C:4]1[CH:9]=[CH:8][CH:7]=[CH:6][C:5]=1[CH2:10]Br.[CH3:13][CH:14]([NH2:23])[CH2:15][CH2:16][C:17]1[CH:22]=[CH:21][CH:20]=[CH:19][CH:18]=1.C([O-])([O-])=O.[K+].[K+].C(OCC)(=O)C. (6) Given the product [F:31][C:11]1[CH:10]=[C:9]([OH:8])[CH:14]=[CH:13][C:12]=1[C:15]1[C:19]([C:20]2[CH:25]=[CH:24][N:23]=[CH:22][CH:21]=2)=[CH:18][N:17]([CH2:26][C:27]([F:28])([F:29])[F:30])[N:16]=1, predict the reactants needed to synthesize it. The reactants are: C([O:8][C:9]1[CH:14]=[CH:13][C:12]([C:15]2[C:19]([C:20]3[CH:25]=[CH:24][N:23]=[CH:22][CH:21]=3)=[CH:18][N:17]([CH2:26][C:27]([F:30])([F:29])[F:28])[N:16]=2)=[C:11]([F:31])[CH:10]=1)C1C=CC=CC=1.FC(F)(F)C(O)=O.C1(OC)C=CC=CC=1.